From a dataset of CYP2D6 inhibition data for predicting drug metabolism from PubChem BioAssay. Regression/Classification. Given a drug SMILES string, predict its absorption, distribution, metabolism, or excretion properties. Task type varies by dataset: regression for continuous measurements (e.g., permeability, clearance, half-life) or binary classification for categorical outcomes (e.g., BBB penetration, CYP inhibition). Dataset: cyp2d6_veith. (1) The molecule is CCOc1ccc(NC(=S)NC(=O)/C=C/c2ccc(OC)c(OC)c2)c([N+](=O)[O-])c1. The result is 0 (non-inhibitor). (2) The compound is COC(=O)C1C(O)=C(C=NCc2ccccc2)C(=O)CC1(C)C. The result is 0 (non-inhibitor). (3) The molecule is Cc1nc2nc(C)c(CCC(=O)NC(C)c3ccc4c(c3)OCCO4)c(C)n2n1.Cl. The result is 0 (non-inhibitor).